From a dataset of Catalyst prediction with 721,799 reactions and 888 catalyst types from USPTO. Predict which catalyst facilitates the given reaction. (1) Reactant: [C:1]([O:10][CH3:11])(=[O:9])[CH:2]([CH2:4][C:5]([O:7][CH3:8])=[O:6])[OH:3].C(O)[CH2:13][CH2:14][CH3:15].[C:17]1(C)[CH:22]=CC(S(O)(=O)=O)=C[CH:18]=1. The catalyst class is: 13. Product: [C:1]([O:10][CH2:11][CH2:18][CH2:17][CH3:22])(=[O:9])[CH:2]([CH2:4][C:5]([O:7][CH2:8][CH2:13][CH2:14][CH3:15])=[O:6])[OH:3]. (2) The catalyst class is: 10. Reactant: [N+:1]([C:4]1[N:5]=[CH:6][NH:7][CH:8]=1)([O-:3])=[O:2].Cl[CH2:10][C:11]#[N:12].C([O-])([O-])=O.[K+].[K+]. Product: [N+:1]([C:4]1[N:5]=[CH:6][N:7]([CH2:10][C:11]#[N:12])[CH:8]=1)([O-:3])=[O:2]. (3) Reactant: C([O:3][C:4]([C:6]1[N:7]=[N:8][C:9]([O:12][CH3:13])=[CH:10][CH:11]=1)=[CH2:5])C.Cl.O1CCOCC1. Product: [CH3:13][O:12][C:9]1[N:8]=[N:7][C:6]([C:4](=[O:3])[CH3:5])=[CH:11][CH:10]=1. The catalyst class is: 12.